The task is: Predict the reaction yield, written as a fraction of the theoretical maximum amount of product (1.0 means a 100% yield; for example, 0.34 means a 34% yield).. This data is from Reaction yield outcomes from USPTO patents with 853,638 reactions. (1) The reactants are [NH2:1][C:2]1[CH:7]=[CH:6][C:5]([C:8]2([C:11]([O:13][CH3:14])=[O:12])[CH2:10][CH2:9]2)=[CH:4][C:3]=1Br.[C:16]([Si:18]([CH3:21])([CH3:20])[CH3:19])#[CH:17]. The catalyst is CCN(CC)CC.CN(C1C=CN=CC=1)C.Cl[Pd](Cl)([P](C1C=CC=CC=1)(C1C=CC=CC=1)C1C=CC=CC=1)[P](C1C=CC=CC=1)(C1C=CC=CC=1)C1C=CC=CC=1. The product is [NH2:1][C:2]1[CH:7]=[CH:6][C:5]([C:8]2([C:11]([O:13][CH3:14])=[O:12])[CH2:10][CH2:9]2)=[CH:4][C:3]=1[C:17]#[C:16][Si:18]([CH3:21])([CH3:20])[CH3:19]. The yield is 0.560. (2) The reactants are C(OC([NH:8][C@H:9]([C:30]([O:32][CH3:33])=[O:31])[CH2:10][C:11]1[CH:16]=[CH:15][C:14]([N:17]2[C:22](=[O:23])[C:21]3[CH:24]=[CH:25][N:26]=[CH:27][C:20]=3[N:19]([CH3:28])[C:18]2=[O:29])=[CH:13][CH:12]=1)=O)(C)(C)C. The catalyst is Cl.C(OCC)(=O)C. The product is [CH3:28][N:19]1[C:20]2[CH:27]=[N:26][CH:25]=[CH:24][C:21]=2[C:22](=[O:23])[N:17]([C:14]2[CH:13]=[CH:12][C:11]([CH2:10][C@@H:9]([C:30]([O:32][CH3:33])=[O:31])[NH2:8])=[CH:16][CH:15]=2)[C:18]1=[O:29]. The yield is 0.940. (3) The reactants are Cl[C:2]1[CH:7]=[C:6]([C:8]2[O:9][CH:10]=[CH:11][N:12]=2)[N:5]=[C:4]2[CH2:13][CH2:14][CH2:15][C:3]=12.[NH2:16][C:17]1[CH:22]=[CH:21][C:20]([CH2:23][CH2:24][OH:25])=[CH:19][CH:18]=1. No catalyst specified. The product is [O:9]1[CH:10]=[CH:11][N:12]=[C:8]1[C:6]1[N:5]=[C:4]2[CH2:13][CH2:14][CH2:15][C:3]2=[C:2]([NH:16][C:17]2[CH:22]=[CH:21][C:20]([CH2:23][CH2:24][OH:25])=[CH:19][CH:18]=2)[CH:7]=1. The yield is 0.570. (4) The reactants are [CH3:1][O:2][C:3]1[CH:4]=[C:5]([CH:11]([NH2:13])[CH3:12])[CH:6]=[C:7]([O:9][CH3:10])[CH:8]=1.F[C:15]1[CH:20]=[C:19]([F:21])[CH:18]=[CH:17][C:16]=1[N+:22]([O-:24])=[O:23].C(N(CC)C(C)C)(C)C. The catalyst is C(#N)C. The product is [F:21][C:19]1[CH:18]=[CH:17][C:16]([N+:22]([O-:24])=[O:23])=[C:15]([NH:13][CH:11]([C:5]2[CH:6]=[C:7]([O:9][CH3:10])[CH:8]=[C:3]([O:2][CH3:1])[CH:4]=2)[CH3:12])[CH:20]=1. The yield is 0.610. (5) The reactants are C([O-])(=O)C.[Na+].CO[C:8]([C:10]1[C:15](Br)=[CH:14][N:13]=[CH:12][N:11]=1)=[O:9].Cl.[NH2:18][C:19]1[CH:24]=[C:23]([C:25]([O:27][CH3:28])=[O:26])[CH:22]=[CH:21][C:20]=1B(O)O.O. The catalyst is CN(C=O)C.[Cl-].[Na+].O.[Pd](Cl)Cl.C1(P(C2C=CC=CC=2)[C-]2C=CC=C2)C=CC=CC=1.[C-]1(P(C2C=CC=CC=2)C2C=CC=CC=2)C=CC=C1.[Fe+2]. The product is [O:9]=[C:8]1[C:10]2[N:11]=[CH:12][N:13]=[CH:14][C:15]=2[C:20]2[CH:21]=[CH:22][C:23]([C:25]([O:27][CH3:28])=[O:26])=[CH:24][C:19]=2[NH:18]1. The yield is 0.0850. (6) The reactants are [NH2:1][C@H:2]1[CH2:10][C:9]2[C:4](=[CH:5][CH:6]=[C:7]([CH2:11][N:12]3[CH:16]=[C:15]([CH2:17][OH:18])[C:14]([C:19]([F:22])([F:21])[F:20])=[N:13]3)[CH:8]=2)[CH2:3]1.C(N(CC)CC)C.[F:30][C:31]([F:44])([F:43])[S:32](O[S:32]([C:31]([F:44])([F:43])[F:30])(=[O:34])=[O:33])(=[O:34])=[O:33]. The catalyst is ClCCl.Cl.CS(C)=O. The product is [F:30][C:31]([F:44])([F:43])[S:32]([NH:1][C@H:2]1[CH2:10][C:9]2[C:4](=[CH:5][CH:6]=[C:7]([CH2:11][N:12]3[CH:16]=[C:15]([CH2:17][OH:18])[C:14]([C:19]([F:22])([F:21])[F:20])=[N:13]3)[CH:8]=2)[CH2:3]1)(=[O:34])=[O:33]. The yield is 0.219. (7) The reactants are [CH2:1]([O:3][C:4](=[O:9])[CH2:5][C:6](=[NH:8])[NH2:7])[CH3:2].C(N(CC)CC)C.Br[CH:18]([CH3:22])[C:19](=O)[CH3:20]. The catalyst is C(OCC)(=O)C. The product is [CH2:1]([O:3][C:4]([C:5]1[C:19]([CH3:20])=[C:18]([CH3:22])[NH:8][C:6]=1[NH2:7])=[O:9])[CH3:2]. The yield is 0.350.